From a dataset of Reaction yield outcomes from USPTO patents with 853,638 reactions. Predict the reaction yield, written as a fraction of the theoretical maximum amount of product (1.0 means a 100% yield; for example, 0.34 means a 34% yield). (1) The reactants are [Br:1][C:2]1[S:6][C:5]([CH:7]=O)=[CH:4][CH:3]=1.[N:9]([CH2:12][C:13]([O:15][CH2:16][CH3:17])=[O:14])=[N+:10]=[N-:11].C(O)C.[O-]CC.[Na+].[Cl-].[NH4+]. The catalyst is C(O)C.O. The product is [N:9]([C:12](=[CH:7][C:5]1[S:6][C:2]([Br:1])=[CH:3][CH:4]=1)[C:13]([O:15][CH2:16][CH3:17])=[O:14])=[N+:10]=[N-:11]. The yield is 0.613. (2) The reactants are [S:1]1[C:5]2[CH:6]=[CH:7][CH:8]=[CH:9][C:4]=2[N:3]=[C:2]1[N:10]1[C:14](=[O:15])[CH:13]=[C:12]([C:16]2[S:17][CH:18]=[CH:19][CH:20]=2)[NH:11]1.CO[CH:23](OC)[N:24]([CH3:26])[CH3:25]. The catalyst is C1COCC1. The product is [S:1]1[C:5]2[CH:6]=[CH:7][CH:8]=[CH:9][C:4]=2[N:3]=[C:2]1[N:10]1[C:14](=[O:15])[C:13](=[CH:23][N:24]([CH3:26])[CH3:25])[C:12]([C:16]2[S:17][CH:18]=[CH:19][CH:20]=2)=[N:11]1. The yield is 1.00.